From a dataset of Forward reaction prediction with 1.9M reactions from USPTO patents (1976-2016). Predict the product of the given reaction. Given the reactants [NH2:1][C:2]1[C:3]([OH:13])=[C:4]([S:9]([NH2:12])(=[O:11])=[O:10])[C:5]([Cl:8])=[CH:6][CH:7]=1.[N:14]([CH2:17][C:18]([O:20][CH2:21][CH3:22])=[O:19])=[C:15]=[O:16], predict the reaction product. The product is: [NH2:12][S:9]([C:4]1[C:3]([OH:13])=[C:2]([NH:1][C:15]([NH:14][CH2:17][C:18]([O:20][CH2:21][CH3:22])=[O:19])=[O:16])[CH:7]=[CH:6][C:5]=1[Cl:8])(=[O:11])=[O:10].